This data is from Full USPTO retrosynthesis dataset with 1.9M reactions from patents (1976-2016). The task is: Predict the reactants needed to synthesize the given product. (1) Given the product [C:22]([N:25]1[C:33]2[C:28](=[CH:29][C:30]([C:17]3[CH:16]=[C:15]([C:4]4([C:9]5[CH:14]=[CH:13][CH:12]=[CH:11][CH:10]=5)[N:3]=[C:2]([NH2:1])[N:6]([CH3:7])[C:5]4=[O:8])[CH:20]=[CH:19][CH:18]=3)=[CH:31][CH:32]=2)[CH2:27][CH2:26]1)(=[O:24])[CH3:23], predict the reactants needed to synthesize it. The reactants are: [NH2:1][C:2]1[N:6]([CH3:7])[C:5](=[O:8])[C:4]([C:15]2[CH:20]=[CH:19][CH:18]=[C:17](Br)[CH:16]=2)([C:9]2[CH:14]=[CH:13][CH:12]=[CH:11][CH:10]=2)[N:3]=1.[C:22]([N:25]1[C:33]2[C:28](=[CH:29][C:30](B3OC(C)(C)C(C)(C)O3)=[CH:31][CH:32]=2)[CH2:27][CH2:26]1)(=[O:24])[CH3:23]. (2) The reactants are: [CH3:1][C:2]1([CH3:24])[CH2:6][O:5][C:4](=[O:7])[N:3]1[CH:8]1[CH2:13][CH2:12][N:11](C(OCC2C=CC=CC=2)=O)[CH2:10][CH2:9]1. Given the product [CH3:1][C:2]1([CH3:24])[CH2:6][O:5][C:4](=[O:7])[N:3]1[CH:8]1[CH2:13][CH2:12][NH:11][CH2:10][CH2:9]1, predict the reactants needed to synthesize it. (3) Given the product [O:8]=[C:7]1[NH:9][C:10]([C:12]2[CH:21]=[CH:20][C:15]([C:16]([O:18][CH3:19])=[O:17])=[CH:14][N:13]=2)=[N:1][C:2]2[N:3]=[C:4]([N:22]3[CH2:27][CH2:26][CH:25]([O:28][C:29]4[CH:34]=[CH:33][CH:32]=[CH:31][C:30]=4[C:35]([F:36])([F:37])[F:38])[CH2:24][CH2:23]3)[S:5][C:6]1=2, predict the reactants needed to synthesize it. The reactants are: [NH2:1][C:2]1[N:3]=[C:4]([N:22]2[CH2:27][CH2:26][CH:25]([O:28][C:29]3[CH:34]=[CH:33][CH:32]=[CH:31][C:30]=3[C:35]([F:38])([F:37])[F:36])[CH2:24][CH2:23]2)[S:5][C:6]=1[C:7]([NH:9][C:10]([C:12]1[CH:21]=[CH:20][C:15]([C:16]([O:18][CH3:19])=[O:17])=[CH:14][N:13]=1)=O)=[O:8].C12(CS(O)(=O)=O)C(C)(C)C(CC1)CC2=O.C([O-])(O)=O.[Na+]. (4) The reactants are: [Cl:1][C:2]1[S:13][C:5]2[CH2:6][N:7]([CH3:12])[CH2:8][CH2:9][CH:10]([OH:11])[C:4]=2[CH:3]=1.[Cl:14][C:15]1[CH:16]=[C:17](F)[CH:18]=[CH:19][C:20]=1[Cl:21]. Given the product [ClH:1].[Cl:1][C:2]1[S:13][C:5]2[CH2:6][N:7]([CH3:12])[CH2:8][CH2:9][CH:10]([O:11][C:18]3[CH:17]=[CH:16][C:15]([Cl:14])=[C:20]([Cl:21])[CH:19]=3)[C:4]=2[CH:3]=1, predict the reactants needed to synthesize it.